This data is from Forward reaction prediction with 1.9M reactions from USPTO patents (1976-2016). The task is: Predict the product of the given reaction. (1) Given the reactants [Br:1][C:2]1[C:3](Cl)=[N:4][CH:5]=[C:6]([N+:8]([O-:10])=[O:9])[CH:7]=1.[F:12][C:13]1[CH:18]=[C:17]([F:19])[CH:16]=[CH:15][C:14]=1[OH:20].C(=O)([O-])[O-].[Cs+].[Cs+].O, predict the reaction product. The product is: [Br:1][C:2]1[C:3]([O:20][C:14]2[CH:15]=[CH:16][C:17]([F:19])=[CH:18][C:13]=2[F:12])=[N:4][CH:5]=[C:6]([N+:8]([O-:10])=[O:9])[CH:7]=1. (2) Given the reactants [Cl:1][C:2]1[CH:10]=[CH:9][C:8]2[N:7]([CH2:11][C:12]([C:15]3[CH:20]=[N:19][CH:18]=[CH:17][N:16]=3)(O)[CH3:13])[C:6]3[CH2:21][CH2:22][N:23]([CH3:25])[CH2:24][C:5]=3[C:4]=2[CH:3]=1.S(Cl)(Cl)=O.[OH-].[K+], predict the reaction product. The product is: [Cl:1][C:2]1[CH:10]=[CH:9][C:8]2[N:7](/[CH:11]=[C:12](/[C:15]3[CH:20]=[N:19][CH:18]=[CH:17][N:16]=3)\[CH3:13])[C:6]3[CH2:21][CH2:22][N:23]([CH3:25])[CH2:24][C:5]=3[C:4]=2[CH:3]=1. (3) Given the reactants [N+:1]([C:4]1[CH:5]=[CH:6][C:7]([C:10]2[CH2:15][CH2:14][N:13]([C:16]([O:18][C:19]([CH3:22])([CH3:21])[CH3:20])=[O:17])[CH2:12][CH:11]=2)=[N:8][CH:9]=1)([O-])=O.CCOC(C)=O, predict the reaction product. The product is: [NH2:1][C:4]1[CH:5]=[CH:6][C:7]([CH:10]2[CH2:15][CH2:14][N:13]([C:16]([O:18][C:19]([CH3:22])([CH3:21])[CH3:20])=[O:17])[CH2:12][CH2:11]2)=[N:8][CH:9]=1. (4) Given the reactants [CH3:1][O:2][C:3](=[O:21])[CH2:4][N:5]1[C:9]2[C:10]([CH3:15])=[CH:11][C:12]([CH3:14])=[CH:13][C:8]=2[N:7]([CH2:16][C:17]([OH:19])=O)[C:6]1=[O:20].[NH2:22][C:23]1[CH:24]=[C:25]2[CH2:40][C:30]3([C:38]4[C:33](=[N:34][CH:35]=[CH:36][CH:37]=4)[NH:32][C:31]3=[O:39])[CH2:29][C:26]2=[N:27][CH:28]=1.C1CN(C(Cl)=[N+]2CCCC2)CC1.F[P-](F)(F)(F)(F)F.C(N(CC)C(C)C)(C)C, predict the reaction product. The product is: [CH3:14][C:12]1[CH:11]=[C:10]([CH3:15])[C:9]2[N:5]([CH2:4][C:3]([O:2][CH3:1])=[O:21])[C:6](=[O:20])[N:7]([CH2:16][C:17](=[O:19])[NH:22][C:23]3[CH:24]=[C:25]4[CH2:40][C:30]5([C:38]6[C:33](=[N:34][CH:35]=[CH:36][CH:37]=6)[NH:32][C:31]5=[O:39])[CH2:29][C:26]4=[N:27][CH:28]=3)[C:8]=2[CH:13]=1. (5) Given the reactants N[C:2]1[C:7]([N+:8]([O-:10])=[O:9])=[C:6]([CH3:11])[C:5]([Br:12])=[CH:4][N:3]=1.II.[Br:15][C:16]1[C:17]([CH3:26])=[C:18]([N+:23]([O-:25])=[O:24])[C:19](I)=[N:20][CH:21]=1.I([O-])(=O)(=O)=O.[Na+].[OH2:33], predict the reaction product. The product is: [Br:12][C:5]1[C:6]([CH3:11])=[C:7]([N+:8]([O-:10])=[O:9])[C:2]([CH:16]=[O:33])=[N:3][CH:4]=1.[Br:15][C:16]1[C:17]([CH3:26])=[C:18]([N+:23]([O-:25])=[O:24])[C:19]([CH:2]=[CH2:7])=[N:20][CH:21]=1. (6) Given the reactants [F:1][C:2]([F:43])([F:42])[C:3]1[CH:4]=[C:5]([C@H:13]([N:15]([CH3:41])[C:16]([N:18]2[CH2:32][CH2:31][C@:21]3([NH:25][C@:24]([CH3:30])([C:26](OC)=[O:27])[CH2:23][CH2:22]3)[CH2:20][C@@H:19]2[C:33]2[CH:38]=[CH:37][C:36]([F:39])=[CH:35][C:34]=2[CH3:40])=[O:17])[CH3:14])[CH:6]=[C:7]([C:9]([F:12])([F:11])[F:10])[CH:8]=1.[NH3:44], predict the reaction product. The product is: [F:10][C:9]([F:11])([F:12])[C:7]1[CH:6]=[C:5]([C@H:13]([N:15]([CH3:41])[C:16]([N:18]2[CH2:32][CH2:31][C@:21]3([NH:25][C@:24]([CH3:30])([C:26]([NH2:44])=[O:27])[CH2:23][CH2:22]3)[CH2:20][C@@H:19]2[C:33]2[CH:38]=[CH:37][C:36]([F:39])=[CH:35][C:34]=2[CH3:40])=[O:17])[CH3:14])[CH:4]=[C:3]([C:2]([F:43])([F:1])[F:42])[CH:8]=1.